This data is from Experimentally validated miRNA-target interactions with 360,000+ pairs, plus equal number of negative samples. The task is: Binary Classification. Given a miRNA mature sequence and a target amino acid sequence, predict their likelihood of interaction. (1) Result: 0 (no interaction). The miRNA is mmu-miR-154-5p with sequence UAGGUUAUCCGUGUUGCCUUCG. The protein sequence of the target gene is MPSGFPQSPRTSPRARPKTRITGALPMDYSEGLSAEERPAHAPSAGKFGERPPPKRLTREAMRNYLKERGDQTVLILHAKVAQKSYGNEKRFFCPPPCVYLMGSGWKKKKEQMERDGCSEQESQPCAFIGIGNSDQEMQQLNLEGKNYCTAKTLYISDSDKRKHFMLSVKMFYGNSDDIGVFLSKRIKVISKPSKKKQSLKNADLCIASGTKVALFNRLRSQTVSTRYLHVEGGNFHASSQQWGAFYIHLLDDDESEGEEFTVRDGYIHYGQTVKLVCSVTGMALPRLIIRKVDKQTALL.... (2) The miRNA is mmu-miR-669o-5p with sequence UAGUUGUGUGUGCAUGUUUAUGU. The protein sequence of the target gene is MSMSPKHTTPFSVSDILSPLEESYKKVGMEGGGLGAPLAAYRQGQAAPPAAAMQQHAVGHHGAVTAAYHMTAAGVPQLSHSAVGGYCNGNLGNMSELPPYQDTMRNSASGPGWYGANPDPRFPAISRFMGPASGMNMSGMGGLGSLGDVSKNMAPLPSAPRRKRRVLFSQAQVYELERRFKQQKYLSAPEREHLASMIHLTPTQVKIWFQNHRYKMKRQAKDKAAQQQLQQDSGGGGGGGGGAGCPQQQQAQQQSPRRVAVPVLVKDGKPCQAGAPAPGAASLQSHAQQQAQQQAQAAQA.... Result: 0 (no interaction). (3) The miRNA is hsa-miR-8084 with sequence GAAUACUAAGUAAAAAAUCAGUA. The protein sequence of the target gene is MGSGCRIECIFFSEFHPTLGPKITYQVPEDFISRELFDTVQVYIITKPELQNKLITVTAMEKKLIGCPVCIEHKKYSRNALLFNLGFVCDAQAKTCALEPIVKKLAGYLTTLELESSFVSMEESKQKLVPIMTILLEELNASGRCTLPIDESNTIHLKVIEQRPDPPVAQEYDVPVFTKDKEDFFNSQWDLTTQQILPYIDGFRHIQKISAEADVELNLVRIAIQNLLYYGVVTLVSILQYSNVYCPTPKVQDLVDDKSLQEACLSYVTKQGHKRASLRDVFQLYCSLSPGTTVRDLIGR.... Result: 0 (no interaction). (4) The miRNA is hsa-let-7b-5p with sequence UGAGGUAGUAGGUUGUGUGGUU. The protein sequence of the target gene is MEFQAVVMAVGGGSRMTDLTSSIPKPLLPVGNKPLIWYPLNLLERVGFEEVIVVTTRDVQKALCAEFKMKMKPDIVCIPDDADMGTADSLRYIYPKLKTDVLVLSCDLITDVALHEVVDLFRAYDASLAMLMRKGQDSIEPVPGQKGKKKAVEQRDFIGVDSTGKRLLFMANEADLDEELVIKGSILQKHPRIRFHTGLVDAHLYCLKKYIVDFLMENGSITSIRSELIPYLVRKQFSSASSQQGQEEKEEDLKKKELKSLDIYSFIKEANTLNLAPYDACWNACRGDRWEDLSRSQVRC.... Result: 1 (interaction). (5) The miRNA is hsa-miR-367-3p with sequence AAUUGCACUUUAGCAAUGGUGA. The protein sequence of the target gene is MVRTDGHTLSEKRNYQVTNSMFGASRKKFVEGVDSDYHDENMYYSQSSMFPHRSEKDMLASPSTSGQLSQFGASLYGQQSALGLPMRGMSNNTPQLNRSLSQGTQLPSHVTPTTGVPTMSLHTPPSPSRGILPMNPRNMMNHSQVGQGIGIPSRTNSMSSSGLGSPNRSSPSIICMPKQQPSRQPFTVNSMSGFGMNRNQAFGMNNSLSSNIFNGTDGSENVTGLDLSDFPALADRNRREGSGNPTPLINPLAGRAPYVGMVTKPANEQSQDFSIHNEDFPALPGSSYKDPTSSNDDSKS.... Result: 1 (interaction). (6) Result: 1 (interaction). The protein sequence of the target gene is MAAVAATAAAKGNGGGGGRAGAGDASGTRKKKGPGPLATAYLVIYNVVMTAGWLVIAVGLVRAYLAKGSYHSLYYSIEKPLKFFQTGALLEILHCAIGIVPSSVVLTSFQVMSRVFLIWAVTHSVKEVQSEDSVLLFVIAWTITEIIRYSFYTFSLLNHLPYLIKWARYTLFIVLYPMGVSGELLTIYAALPFVRQAGLYSISLPNKYNFSFDYYAFLILIMISYIPIFPQLYFHMIHQRRKILSHTEEHKKFE. The miRNA is hsa-miR-6722-3p with sequence UGCAGGGGUCGGGUGGGCCAGG.